From a dataset of Merck oncology drug combination screen with 23,052 pairs across 39 cell lines. Regression. Given two drug SMILES strings and cell line genomic features, predict the synergy score measuring deviation from expected non-interaction effect. (1) Drug 1: CN(Cc1cnc2nc(N)nc(N)c2n1)c1ccc(C(=O)NC(CCC(=O)O)C(=O)O)cc1. Drug 2: C=CCn1c(=O)c2cnc(Nc3ccc(N4CCN(C)CC4)cc3)nc2n1-c1cccc(C(C)(C)O)n1. Cell line: ZR751. Synergy scores: synergy=-14.0. (2) Drug 1: COc1cc(C2c3cc4c(cc3C(OC3OC5COC(C)OC5C(O)C3O)C3COC(=O)C23)OCO4)cc(OC)c1O. Drug 2: Cn1nnc2c(C(N)=O)ncn2c1=O. Cell line: VCAP. Synergy scores: synergy=1.70. (3) Drug 1: O=S1(=O)NC2(CN1CC(F)(F)F)C1CCC2Cc2cc(C=CCN3CCC(C(F)(F)F)CC3)ccc2C1. Drug 2: CC1CC2C3CCC4=CC(=O)C=CC4(C)C3(F)C(O)CC2(C)C1(O)C(=O)CO. Cell line: HCT116. Synergy scores: synergy=4.55. (4) Drug 1: COc1cccc2c1C(=O)c1c(O)c3c(c(O)c1C2=O)CC(O)(C(=O)CO)CC3OC1CC(N)C(O)C(C)O1. Drug 2: CC(C)CC(NC(=O)C(Cc1ccccc1)NC(=O)c1cnccn1)B(O)O. Cell line: NCIH1650. Synergy scores: synergy=-23.0. (5) Drug 1: O=c1[nH]cc(F)c(=O)[nH]1. Drug 2: O=C(CCCCCCC(=O)Nc1ccccc1)NO. Cell line: LNCAP. Synergy scores: synergy=7.75. (6) Drug 1: CN(Cc1cnc2nc(N)nc(N)c2n1)c1ccc(C(=O)NC(CCC(=O)O)C(=O)O)cc1. Drug 2: N#Cc1ccc(Cn2cncc2CN2CCN(c3cccc(Cl)c3)C(=O)C2)cc1. Cell line: RKO. Synergy scores: synergy=-14.0. (7) Drug 1: COc1cccc2c1C(=O)c1c(O)c3c(c(O)c1C2=O)CC(O)(C(=O)CO)CC3OC1CC(N)C(O)C(C)O1. Drug 2: O=C(O)C1(Cc2cccc(Nc3nccs3)n2)CCC(Oc2cccc(Cl)c2F)CC1. Cell line: PA1. Synergy scores: synergy=-8.76.